This data is from Forward reaction prediction with 1.9M reactions from USPTO patents (1976-2016). The task is: Predict the product of the given reaction. (1) Given the reactants [CH2:1]=[CH:2][C:3]([CH2:6][CH2:7][CH:8]=[C:9]([CH3:11])[CH3:10])([CH3:5])O.C(OC(CCC=C(C)C)(C=C)C)(=[O:14])C.CC(=CCC/C(=C/CO)/C)C.C(OC1CCCCC1C(C)(C)C)(=O)C.OC/C=C(/C)\CCC=C(C)C.C(OCC1C=CC=CC=1)(=O)C, predict the reaction product. The product is: [CH3:5][C:3]1[CH2:6][CH2:7][C:8]([OH:14])([CH:9]([CH3:11])[CH3:10])[CH2:1][CH:2]=1. (2) Given the reactants [C@@H:1]1([NH2:7])[CH2:5][CH2:4][CH2:3][C@H:2]1[NH2:6].[C:8]([O:12][C:13](ON=C(C1C=CC=CC=1)C#N)=[O:14])([CH3:11])([CH3:10])[CH3:9].O, predict the reaction product. The product is: [NH2:6][C@@H:2]1[CH2:3][CH2:4][CH2:5][C@H:1]1[NH:7][C:13](=[O:14])[O:12][C:8]([CH3:11])([CH3:10])[CH3:9]. (3) Given the reactants [CH3:1][O:2][C:3]1[CH:8]=[C:7]([CH3:9])[CH:6]=[C:5]([CH3:10])[C:4]=1[C:11]1[N:16]2[N:17]=[C:18]([S:28][CH3:29])[C:19]([NH:20][C:21](=[O:27])[O:22][C:23]([CH3:26])([CH3:25])[CH3:24])=[C:15]2[CH:14]=[CH:13][CH:12]=1.[H-].[Na+].Br[CH2:33][CH:34]1[CH2:36][CH2:35]1.O, predict the reaction product. The product is: [CH:34]1([CH2:33][N:20]([C:19]2[C:18]([S:28][CH3:29])=[N:17][N:16]3[C:11]([C:4]4[C:5]([CH3:10])=[CH:6][C:7]([CH3:9])=[CH:8][C:3]=4[O:2][CH3:1])=[CH:12][CH:13]=[CH:14][C:15]=23)[C:21](=[O:27])[O:22][C:23]([CH3:25])([CH3:24])[CH3:26])[CH2:36][CH2:35]1. (4) Given the reactants [CH3:1][O:2][C:3](=[O:18])[CH2:4][C:5]1[C:6](=[O:17])[NH:7][C:8]2[C:13]([CH:14]=1)=[CH:12][CH:11]=[C:10]([O:15][CH3:16])[CH:9]=2.[H][H], predict the reaction product. The product is: [CH3:1][O:2][C:3](=[O:18])[CH2:4][CH:5]1[CH2:14][C:13]2[C:8](=[CH:9][C:10]([O:15][CH3:16])=[CH:11][CH:12]=2)[NH:7][C:6]1=[O:17]. (5) Given the reactants [Cl:1][C:2]1[CH:3]=[CH:4][C:5]([F:15])=[C:6]([C:8]2[O:12][N:11]=[C:10]([CH2:13][OH:14])[CH:9]=2)[CH:7]=1.C(N(CC)CC)C.[CH3:23][S:24](Cl)(=[O:26])=[O:25], predict the reaction product. The product is: [Cl:1][C:2]1[CH:3]=[CH:4][C:5]([F:15])=[C:6]([C:8]2[O:12][N:11]=[C:10]([CH2:13][O:14][S:24]([CH3:23])(=[O:26])=[O:25])[CH:9]=2)[CH:7]=1. (6) The product is: [CH3:13][O:12][C:11]1[CH:10]=[CH:9][C:8]2[NH:7][C:6](=[O:14])[C:5]3[S:15][CH:16]=[CH:17][C:4]=3[C:3]=2[C:2]=1[C:26]1[CH:27]=[CH:28][C:29]([C@H:32]([CH3:42])[CH2:33][NH:34][C:35](=[O:41])[O:36][C:37]([CH3:39])([CH3:38])[CH3:40])=[CH:30][CH:31]=1. Given the reactants Br[C:2]1[C:3]2[C:4]3[CH:17]=[CH:16][S:15][C:5]=3[C:6](=[O:14])[NH:7][C:8]=2[CH:9]=[CH:10][C:11]=1[O:12][CH3:13].CC1(C)C(C)(C)OB([C:26]2[CH:31]=[CH:30][C:29]([C@H:32]([CH3:42])[CH2:33][NH:34][C:35](=[O:41])[O:36][C:37]([CH3:40])([CH3:39])[CH3:38])=[CH:28][CH:27]=2)O1, predict the reaction product.